From a dataset of Full USPTO retrosynthesis dataset with 1.9M reactions from patents (1976-2016). Predict the reactants needed to synthesize the given product. (1) Given the product [OH:19][C:16]1[CH:17]=[CH:18][C:13]([C:11]([C:10]2[C:6]3[CH:5]=[CH:4][C:3]([O:2][CH3:1])=[CH:29][C:7]=3[S:8][C:9]=2[C:21]2[CH:26]=[CH:25][C:24]([O:27][CH3:28])=[CH:23][CH:22]=2)=[O:12])=[CH:14][CH:15]=1, predict the reactants needed to synthesize it. The reactants are: [CH3:1][O:2][C:3]1[CH:4]=[CH:5][C:6]2[C:10]([C:11]([C:13]3[CH:18]=[CH:17][C:16]([O:19]C)=[CH:15][CH:14]=3)=[O:12])=[C:9]([C:21]3[CH:26]=[CH:25][C:24]([O:27][CH3:28])=[CH:23][CH:22]=3)[S:8][C:7]=2[CH:29]=1.C([S-])C.[Na+].O. (2) Given the product [Cl:11][C:12]1[CH:19]=[CH:18][CH:17]=[CH:16][C:13]=1[CH2:14][NH:15][C:4](=[O:6])[C:3]1[CH:7]=[CH:8][CH:9]=[N:10][C:2]=1[NH2:1], predict the reactants needed to synthesize it. The reactants are: [NH2:1][C:2]1[N:10]=[CH:9][CH:8]=[CH:7][C:3]=1[C:4]([OH:6])=O.[Cl:11][C:12]1[CH:19]=[CH:18][CH:17]=[CH:16][C:13]=1[CH2:14][NH2:15].CN([P+](ON1N=NC2C=CC=CC1=2)(N(C)C)N(C)C)C.F[P-](F)(F)(F)(F)F.C(N(CC)CC)C. (3) Given the product [F:49][C:38]1[CH:37]=[C:36]([C:50]([O:53][Si:54]([CH:55]([CH3:57])[CH3:56])([CH:61]([CH3:63])[CH3:62])[CH:58]([CH3:60])[CH3:59])([CH3:51])[CH3:52])[CH:35]=[C:34]([F:33])[C:39]=1[C:2]1[N:7]=[C:6]([C:8]([NH:10][C:11]2[CH:12]=[N:13][CH:14]=[CH:15][C:16]=2[C@@H:17]2[CH2:22][C@H:21]([CH3:23])[CH2:20][C@H:19]([NH:24][C:25](=[O:31])[O:26][C:27]([CH3:30])([CH3:29])[CH3:28])[CH2:18]2)=[O:9])[CH:5]=[CH:4][C:3]=1[F:32], predict the reactants needed to synthesize it. The reactants are: Br[C:2]1[N:7]=[C:6]([C:8]([NH:10][C:11]2[CH:12]=[N:13][CH:14]=[CH:15][C:16]=2[C@@H:17]2[CH2:22][C@H:21]([CH3:23])[CH2:20][C@H:19]([NH:24][C:25](=[O:31])[O:26][C:27]([CH3:30])([CH3:29])[CH3:28])[CH2:18]2)=[O:9])[CH:5]=[CH:4][C:3]=1[F:32].[F:33][C:34]1[CH:35]=[C:36]([C:50]([O:53][Si:54]([CH:61]([CH3:63])[CH3:62])([CH:58]([CH3:60])[CH3:59])[CH:55]([CH3:57])[CH3:56])([CH3:52])[CH3:51])[CH:37]=[C:38]([F:49])[C:39]=1B1OC(C)(C)C(C)(C)O1. (4) Given the product [NH2:1][C:2]1[N:7]=[C:6]([N:27]2[CH2:28][CH2:29][N:24]([CH3:23])[CH2:25][CH2:26]2)[N:5]=[C:4]([C:9]2[CH:10]=[C:11]([CH:20]=[CH:21][CH:22]=2)[O:12][CH2:13][C:14]([NH:16][CH:17]([CH3:19])[CH3:18])=[O:15])[CH:3]=1, predict the reactants needed to synthesize it. The reactants are: [NH2:1][C:2]1[N:7]=[C:6](Cl)[N:5]=[C:4]([C:9]2[CH:10]=[C:11]([CH:20]=[CH:21][CH:22]=2)[O:12][CH2:13][C:14]([NH:16][CH:17]([CH3:19])[CH3:18])=[O:15])[CH:3]=1.[CH3:23][N:24]1[CH2:29][CH2:28][NH:27][CH2:26][CH2:25]1.